Task: Regression. Given two drug SMILES strings and cell line genomic features, predict the synergy score measuring deviation from expected non-interaction effect.. Dataset: NCI-60 drug combinations with 297,098 pairs across 59 cell lines Drug 2: C1C(C(OC1N2C=NC3=C2NC=NCC3O)CO)O. Drug 1: C(CN)CNCCSP(=O)(O)O. Synergy scores: CSS=3.11, Synergy_ZIP=-2.17, Synergy_Bliss=-1.31, Synergy_Loewe=-0.587, Synergy_HSA=0.0453. Cell line: ACHN.